This data is from Peptide-MHC class I binding affinity with 185,985 pairs from IEDB/IMGT. The task is: Regression. Given a peptide amino acid sequence and an MHC pseudo amino acid sequence, predict their binding affinity value. This is MHC class I binding data. The peptide sequence is ALMDCIMFDA. The MHC is HLA-A02:02 with pseudo-sequence HLA-A02:02. The binding affinity (normalized) is 0.847.